Dataset: Reaction yield outcomes from USPTO patents with 853,638 reactions. Task: Predict the reaction yield, written as a fraction of the theoretical maximum amount of product (1.0 means a 100% yield; for example, 0.34 means a 34% yield). (1) The catalyst is C(O)(C)(C)C. The reactants are [Cl:1][C:2]1[CH:28]=[CH:27][C:5]([CH2:6][N:7]2[C:12](SCC)=[N:11][C:10](=[O:16])[N:9]([CH2:17][C:18]3[C:19](=[O:25])[N:20]([CH3:24])[CH:21]=[CH:22][CH:23]=3)[C:8]2=[O:26])=[CH:4][CH:3]=1.[F:29][C:30]1[CH:31]=[C:32]([CH:34]=[CH:35][C:36]=1[O:37][CH:38]([CH3:40])[CH3:39])[NH2:33].C(O)(=O)C. The yield is 0.320. The product is [Cl:1][C:2]1[CH:28]=[CH:27][C:5]([CH2:6][N:7]2[C:12](=[N:33][C:32]3[CH:34]=[CH:35][C:36]([O:37][CH:38]([CH3:39])[CH3:40])=[C:30]([F:29])[CH:31]=3)[NH:11][C:10](=[O:16])[N:9]([CH2:17][C:18]3[C:19](=[O:25])[N:20]([CH3:24])[CH:21]=[CH:22][CH:23]=3)[C:8]2=[O:26])=[CH:4][CH:3]=1. (2) The reactants are [Cl:1][C:2]1[CH:9]=[CH:8][C:5]([C:6]#[N:7])=[C:4](F)[CH:3]=1.[OH:11][C:12]1[CH:13]=[CH:14][C:15]([O:20][CH3:21])=[C:16]([CH:19]=1)[CH:17]=[O:18].C(=O)([O-])[O-].[Cs+].[Cs+].O. The catalyst is CN(C=O)C. The product is [Cl:1][C:2]1[CH:9]=[CH:8][C:5]([C:6]#[N:7])=[C:4]([O:11][C:12]2[CH:13]=[CH:14][C:15]([O:20][CH3:21])=[C:16]([CH:17]=[O:18])[CH:19]=2)[CH:3]=1. The yield is 0.900. (3) The reactants are [Br:1][C:2]1[CH:7]=[C:6]([F:8])[CH:5]=[CH:4][C:3]=1[CH2:9][C:10](=O)[CH2:11][NH:12][C:13]([C:15]1[CH:44]=[C:18]2[N:19]=[C:20]([CH3:43])[C:21]([C@H:32]([O:38][C:39]([CH3:42])([CH3:41])[CH3:40])[C:33]([O:35][CH2:36][CH3:37])=[O:34])=[C:22]([N:23]3[CH2:28][CH2:27][C:26]([CH3:31])([CH:29]=[CH2:30])[CH2:25][CH2:24]3)[N:17]2[N:16]=1)=O.COC1C=CC(P2(SP(C3C=CC(OC)=CC=3)(=S)S2)=[S:55])=CC=1. The catalyst is C1(C)C=CC=CC=1. The product is [Br:1][C:2]1[CH:7]=[C:6]([F:8])[CH:5]=[CH:4][C:3]=1[CH2:9][C:10]1[S:55][C:13]([C:15]2[CH:44]=[C:18]3[N:19]=[C:20]([CH3:43])[C:21]([C@H:32]([O:38][C:39]([CH3:42])([CH3:41])[CH3:40])[C:33]([O:35][CH2:36][CH3:37])=[O:34])=[C:22]([N:23]4[CH2:28][CH2:27][C:26]([CH3:31])([CH:29]=[CH2:30])[CH2:25][CH2:24]4)[N:17]3[N:16]=2)=[N:12][CH:11]=1. The yield is 0.800. (4) The reactants are Br[C:2]1[CH:10]=[CH:9][C:5]([C:6]([OH:8])=[O:7])=[C:4]([O:11][C:12]([F:15])([F:14])[F:13])[CH:3]=1.[CH:16]([B-](F)(F)F)=[CH2:17].[K+].C(=O)([O-])[O-].[K+].[K+]. The catalyst is CS(C)=O.O. The product is [F:13][C:12]([F:15])([F:14])[O:11][C:4]1[CH:3]=[C:2]([CH:16]=[CH2:17])[CH:10]=[CH:9][C:5]=1[C:6]([OH:8])=[O:7]. The yield is 0.470. (5) The reactants are C(OC([N:8]1[C@@H:12]([CH2:13][C:14]2[CH:19]=[CH:18][CH:17]=[CH:16][CH:15]=2)[C:11](=[O:20])OC1)=O)(C)(C)C.Br[CH2:22][Cl:23].C([Li])CCC.Cl. The catalyst is CCCCCC.O1CCCC1. The product is [ClH:23].[NH2:8][C@@H:12]([CH2:13][C:14]1[CH:15]=[CH:16][CH:17]=[CH:18][CH:19]=1)[C:11](=[O:20])[CH2:22][Cl:23]. The yield is 0.770. (6) The reactants are [CH3:1][O:2][C:3]1[CH:4]=[CH:5][C:6]2[N:11]=[CH:10][C:9](=[O:12])[N:8]([C:13]3[N:22]=[CH:21][C:20]4[CH2:19][CH:18]([NH:23]C(=O)OC(C)(C)C)[CH2:17][CH2:16][C:15]=4[N:14]=3)[C:7]=2[N:31]=1.[ClH:32].O1CCOCC1. The catalyst is C(Cl)Cl. The product is [ClH:32].[NH2:23][CH:18]1[CH2:17][CH2:16][C:15]2[N:14]=[C:13]([N:8]3[C:9](=[O:12])[CH:10]=[N:11][C:6]4[CH:5]=[CH:4][C:3]([O:2][CH3:1])=[N:31][C:7]3=4)[N:22]=[CH:21][C:20]=2[CH2:19]1. The yield is 1.00. (7) The reactants are Cl.[NH2:2][CH2:3][C:4]1[CH:9]=[CH:8][C:7]([C:10]2[N:14]=[C:13]([CH3:15])[O:12][N:11]=2)=[CH:6][C:5]=1[NH:16][CH2:17][C:18]([O:20][CH2:21][C:22]1[CH:27]=[CH:26][CH:25]=[CH:24][CH:23]=1)=[O:19].C1C=NC2N(O)N=NC=2C=1.CCN=C=NCCCN(C)C.[F:49][C:50]([F:62])([F:61])[O:51][C:52]1[CH:53]=[C:54]([CH:58]=[CH:59][CH:60]=1)[C:55](O)=[O:56]. The catalyst is ClCCl.CN(C=O)C. The product is [CH3:15][C:13]1[O:12][N:11]=[C:10]([C:7]2[CH:8]=[CH:9][C:4]([CH2:3][NH:2][C:55](=[O:56])[C:54]3[CH:58]=[CH:59][CH:60]=[C:52]([O:51][C:50]([F:49])([F:61])[F:62])[CH:53]=3)=[C:5]([NH:16][CH2:17][C:18]([O:20][CH2:21][C:22]3[CH:23]=[CH:24][CH:25]=[CH:26][CH:27]=3)=[O:19])[CH:6]=2)[N:14]=1. The yield is 0.430. (8) The reactants are [CH3:1][O:2][CH:3]1[CH2:8][CH2:7][N:6]([CH2:9][CH2:10][NH2:11])[CH2:5][CH2:4]1.Cl[C:13]1[N:14]=[N+:15]([O-:26])[C:16]2[CH:25]=[C:24]3[C:20]([CH2:21][CH2:22][CH2:23]3)=[CH:19][C:17]=2[N:18]=1.CCN(CC)CC. The catalyst is COCCOC. The product is [CH3:1][O:2][CH:3]1[CH2:8][CH2:7][N:6]([CH2:9][CH2:10][NH:11][C:13]2[N:14]=[N+:15]([O-:26])[C:16]3[CH:25]=[C:24]4[C:20]([CH2:21][CH2:22][CH2:23]4)=[CH:19][C:17]=3[N:18]=2)[CH2:5][CH2:4]1. The yield is 0.790. (9) The reactants are [CH3:1][N:2]1[C:6]2=[N:7][CH:8]=[CH:9][C:10]([N:11]3[CH2:16][CH2:15][CH2:14][C@@H:13]([NH:17][C:18](=[O:20])[OH:19])[CH2:12]3)=[C:5]2[NH:4][C:3]1=[O:21].Br[CH2:23][C:24]1[CH:31]=[CH:30][C:29]([Cl:32])=[CH:28][C:25]=1[C:26]#[N:27]. No catalyst specified. The product is [C:24]([O:20][C:18](=[O:19])[NH:17][C@@H:13]1[CH2:14][CH2:15][CH2:16][N:11]([C:10]2[CH:9]=[CH:8][N:7]=[C:6]3[N:2]([CH3:1])[C:3](=[O:21])[N:4]([CH2:23][C:24]4[CH:31]=[CH:30][C:29]([Cl:32])=[CH:28][C:25]=4[C:26]#[N:27])[C:5]=23)[CH2:12]1)([CH3:31])([CH3:25])[CH3:23]. The yield is 0.605.